This data is from Catalyst prediction with 721,799 reactions and 888 catalyst types from USPTO. The task is: Predict which catalyst facilitates the given reaction. (1) Reactant: [OH-].[Na+].[C:3]([C:5]1([C:44]2[CH:60]=[CH:59][CH:58]=[CH:57][C:45]=2[CH2:46][O:47][CH2:48][CH2:49][C:50]([CH3:56])([CH3:55])[C:51]([O:53]C)=[O:52])[CH2:10][CH2:9][N:8]([C:11]([C@:13]2([O:34][C:35]3[CH:39]=[C:38]([C:40]([F:43])([F:42])[F:41])[S:37][CH:36]=3)[CH2:18][CH2:17][CH2:16][N:15]([C:19](=[O:30])[C:20]3[C:25]([C:26]([F:29])([F:28])[F:27])=[CH:24][CH:23]=[CH:22][N:21]=3)[C@@H:14]2[CH2:31][CH2:32][CH3:33])=[O:12])[CH2:7][CH2:6]1)#[N:4]. Product: [C:3]([C:5]1([C:44]2[CH:60]=[CH:59][CH:58]=[CH:57][C:45]=2[CH2:46][O:47][CH2:48][CH2:49][C:50]([CH3:56])([CH3:55])[C:51]([OH:53])=[O:52])[CH2:10][CH2:9][N:8]([C:11]([C@:13]2([O:34][C:35]3[CH:39]=[C:38]([C:40]([F:41])([F:43])[F:42])[S:37][CH:36]=3)[CH2:18][CH2:17][CH2:16][N:15]([C:19](=[O:30])[C:20]3[C:25]([C:26]([F:29])([F:28])[F:27])=[CH:24][CH:23]=[CH:22][N:21]=3)[C@@H:14]2[CH2:31][CH2:32][CH3:33])=[O:12])[CH2:7][CH2:6]1)#[N:4]. The catalyst class is: 36. (2) Reactant: [F:1][C:2]1([F:36])[CH2:5][CH:4]([CH2:6][O:7][C:8]2[CH:35]=[CH:34][C:11]3[N:12]=[C:13]([C:15]4[N:20]=[CH:19][C:18]([O:21][CH2:22][C@@H:23]([NH:25]C(=O)OC(C)(C)C)[CH3:24])=[CH:17][C:16]=4[F:33])[O:14][C:10]=3[CH:9]=2)[CH2:3]1.Cl.[C:38](OCC)(=[O:40])[CH3:39]. Product: [F:36][C:2]1([F:1])[CH2:5][CH:4]([CH2:6][O:7][C:8]2[CH:35]=[CH:34][C:11]3[N:12]=[C:13]([C:15]4[N:20]=[CH:19][C:18]([O:21][CH2:22][C@@H:23]([NH:25][C:38](=[O:40])[CH3:39])[CH3:24])=[CH:17][C:16]=4[F:33])[O:14][C:10]=3[CH:9]=2)[CH2:3]1. The catalyst class is: 13.